Dataset: HIV replication inhibition screening data with 41,000+ compounds from the AIDS Antiviral Screen. Task: Binary Classification. Given a drug SMILES string, predict its activity (active/inactive) in a high-throughput screening assay against a specified biological target. The compound is Cc1ccc(S(=O)(=O)N(CCC(=O)O)c2ccccc2)cc1. The result is 0 (inactive).